The task is: Predict which catalyst facilitates the given reaction.. This data is from Catalyst prediction with 721,799 reactions and 888 catalyst types from USPTO. (1) Reactant: [Br:1][C:2]1[CH:7]=[CH:6][C:5]([CH:8]2[CH2:12][CH2:11][CH2:10][NH:9]2)=[CH:4][CH:3]=1.[CH2:13](Br)[CH:14]=[CH2:15].C([O-])([O-])=O.[K+].[K+]. Product: [CH2:15]([N:9]1[CH2:10][CH2:11][CH2:12][CH:8]1[C:5]1[CH:4]=[CH:3][C:2]([Br:1])=[CH:7][CH:6]=1)[CH:14]=[CH2:13]. The catalyst class is: 1. (2) Reactant: [CH3:1][Si:2]([CH3:9])([CH3:8])[NH:3][Si:4]([CH3:7])([CH3:6])[CH3:5].C([Li])CCCCC.Cl[C@@H:18]([B:23]1[O:27][C@@H:26]2[CH2:28][C@@H:29]3[CH2:32][C@H:31]([C@:25]2([CH3:35])[O:24]1)[C:30]3([CH3:34])[CH3:33])[CH2:19][CH:20]([CH3:22])[CH3:21].[Li].C[Si](N[Si](C)(C)C)(C)C. Product: [CH3:1][Si:2]([CH3:9])([CH3:8])[N:3]([C@H:18]([B:23]1[O:27][C@@H:26]2[CH2:28][C@@H:29]3[CH2:32][C@H:31]([C@:25]2([CH3:35])[O:24]1)[C:30]3([CH3:33])[CH3:34])[CH2:19][CH:20]([CH3:22])[CH3:21])[Si:4]([CH3:7])([CH3:6])[CH3:5]. The catalyst class is: 1. (3) Reactant: [C:1]([C:3]1[CH:8]=[CH:7][CH:6]=[CH:5][C:4]=1[F:9])#[CH:2].[Li]CCCC.Cl[C:16]([O:18][CH2:19][CH3:20])=[O:17]. Product: [F:9][C:4]1[CH:5]=[CH:6][CH:7]=[CH:8][C:3]=1[C:1]#[C:2][C:16]([O:18][CH2:19][CH3:20])=[O:17]. The catalyst class is: 1. (4) Reactant: C(N(CC)CC)C.Cl.[CH3:9][O:10][C:11]1[CH:18]=[C:17]([O:19][CH3:20])[CH:16]=[CH:15][C:12]=1[CH2:13][NH2:14].[Br:21][CH:22]([CH2:24]Br)[CH3:23].O. Product: [Br:21][C:22](=[CH2:23])[CH2:24][NH:14][CH2:13][C:12]1[CH:15]=[CH:16][C:17]([O:19][CH3:20])=[CH:18][C:11]=1[O:10][CH3:9]. The catalyst class is: 4.